Dataset: Reaction yield outcomes from USPTO patents with 853,638 reactions. Task: Predict the reaction yield, written as a fraction of the theoretical maximum amount of product (1.0 means a 100% yield; for example, 0.34 means a 34% yield). (1) The reactants are C([O:3][C:4](=[O:29])[C:5]([CH3:28])([CH3:27])[CH2:6][CH2:7][CH2:8][CH2:9][CH:10]([C:20]1[CH:25]=[CH:24][CH:23]=[CH:22][C:21]=1[Cl:26])[N:11]1[CH2:16][CH2:15][C:14]2[NH:17][CH:18]=[CH:19][C:13]=2[CH2:12]1)C.C(O)C.[OH-].[Na+]. The catalyst is O. The product is [Cl:26][C:21]1[CH:22]=[CH:23][CH:24]=[CH:25][C:20]=1[CH:10]([N:11]1[CH2:16][CH2:15][C:14]2[NH:17][CH:18]=[CH:19][C:13]=2[CH2:12]1)[CH2:9][CH2:8][CH2:7][CH2:6][C:5]([CH3:28])([CH3:27])[C:4]([OH:29])=[O:3]. The yield is 0.579. (2) The reactants are [CH3:1][N:2]1[CH2:7][CH2:6][N:5]2[N:8]=[C:9]([NH2:11])[CH:10]=[C:4]2[CH2:3]1.Br[C:13]1[C:14](=[O:21])[N:15]([CH3:20])[N:16]=[C:17]([Cl:19])[CH:18]=1.C(=O)([O-])[O-].[Cs+].[Cs+].CC1(C)C2C(=C(P(C3C=CC=CC=3)C3C=CC=CC=3)C=CC=2)OC2C(P(C3C=CC=CC=3)C3C=CC=CC=3)=CC=CC1=2. The catalyst is C1C=CC(/C=C/C(/C=C/C2C=CC=CC=2)=O)=CC=1.C1C=CC(/C=C/C(/C=C/C2C=CC=CC=2)=O)=CC=1.C1C=CC(/C=C/C(/C=C/C2C=CC=CC=2)=O)=CC=1.[Pd].[Pd].O1CCOCC1. The product is [Cl:19][C:17]1[CH:18]=[C:13]([NH:11][C:9]2[CH:10]=[C:4]3[CH2:3][N:2]([CH3:1])[CH2:7][CH2:6][N:5]3[N:8]=2)[C:14](=[O:21])[N:15]([CH3:20])[N:16]=1. The yield is 0.600. (3) The reactants are [F:1][C:2]([F:20])([F:19])[C:3]1[CH:8]=[CH:7][C:6]([C:9]2[O:13][N:12]=[C:11]([C:14]([O:16][CH2:17][CH3:18])=[O:15])[CH:10]=2)=[CH:5][CH:4]=1.[Br:21]N1C(=O)CCC1=O.C(O)(C(F)(F)F)=O. No catalyst specified. The product is [Br:21][C:10]1[C:11]([C:14]([O:16][CH2:17][CH3:18])=[O:15])=[N:12][O:13][C:9]=1[C:6]1[CH:5]=[CH:4][C:3]([C:2]([F:1])([F:19])[F:20])=[CH:8][CH:7]=1. The yield is 0.960. (4) The reactants are [CH3:1][O:2][C:3]1[CH:8]=[C:7]([N+:9]([O-])=O)[C:6]([N+:12]([O-])=O)=[CH:5][C:4]=1[O:15][CH3:16].[O:17]=[CH:18][C:19](OCC)=O. The catalyst is C(O)C.C(O)(=O)C.[Pd]. The product is [CH3:1][O:2][C:3]1[CH:8]=[C:7]2[C:6](=[CH:5][C:4]=1[O:15][CH3:16])[NH:12][C:18](=[O:17])[CH:19]=[N:9]2. The yield is 0.380.